The task is: Predict the reactants needed to synthesize the given product.. This data is from Full USPTO retrosynthesis dataset with 1.9M reactions from patents (1976-2016). (1) Given the product [OH:18][C:19]1[CH:20]=[CH:21][C:22]([CH:25]([CH2:31][CH2:32][CH3:33])[CH2:26][C:27]([O:29][CH3:30])=[O:28])=[CH:23][CH:24]=1, predict the reactants needed to synthesize it. The reactants are: N1C2C(=CC=CC=2)C=CC=1.C([O:18][C:19]1[CH:24]=[CH:23][C:22]([CH:25]([C:31]#[C:32][CH3:33])[CH2:26][C:27]([O:29][CH3:30])=[O:28])=[CH:21][CH:20]=1)C1C=CC=CC=1. (2) Given the product [Cl:16][C:15]1[CH:14]=[CH:13][C:12]([NH:17][C:29]([NH:28][C:22]2[CH:23]=[CH:24][CH:25]=[C:26]([Cl:27])[C:21]=2[F:20])=[S:30])=[C:11]([OH:18])[C:10]=1[S:7]([N:6]([CH3:19])[CH3:5])(=[O:9])=[O:8], predict the reactants needed to synthesize it. The reactants are: NC(N)=S.[CH3:5][N:6]([CH3:19])[S:7]([C:10]1[C:15]([Cl:16])=[CH:14][CH:13]=[C:12]([NH2:17])[C:11]=1[OH:18])(=[O:9])=[O:8].[F:20][C:21]1[C:26]([Cl:27])=[CH:25][CH:24]=[CH:23][C:22]=1[N:28]=[C:29]=[S:30].